Task: Regression. Given a peptide amino acid sequence and an MHC pseudo amino acid sequence, predict their binding affinity value. This is MHC class I binding data.. Dataset: Peptide-MHC class I binding affinity with 185,985 pairs from IEDB/IMGT (1) The peptide sequence is FPVKPQVPL. The MHC is HLA-A24:02 with pseudo-sequence HLA-A24:02. The binding affinity (normalized) is 0. (2) The peptide sequence is LLMHLVSLYK. The MHC is HLA-A31:01 with pseudo-sequence HLA-A31:01. The binding affinity (normalized) is 0.589.